This data is from Forward reaction prediction with 1.9M reactions from USPTO patents (1976-2016). The task is: Predict the product of the given reaction. Given the reactants O=C1NC2=N[CH:7]=[C:8]([C:10]3[CH:19]=[CH:18][C:13](C(OC)=O)=[CH:12][CH:11]=3)N=C2N1CC1CCOCC1.Br[C:29]1[N:34]=[C:33]2[N:35]([CH2:39][CH:40]3[CH2:45][CH2:44][O:43][CH2:42][CH2:41]3)[C:36](=[O:38])[NH:37][C:32]2=[N:31][CH:30]=1.[CH3:46]OC(C1C=CC(B(O)O)=CC=1)=O.P([O-])([O-])([O-])=O.[K+].[K+].[K+].[OH2:67], predict the reaction product. The product is: [OH:67][C:8]([C:10]1[CH:11]=[CH:12][C:13]([C:29]2[N:34]=[C:33]3[N:35]([CH2:39][CH:40]4[CH2:45][CH2:44][O:43][CH2:42][CH2:41]4)[C:36](=[O:38])[NH:37][C:32]3=[N:31][CH:30]=2)=[CH:18][CH:19]=1)([CH3:7])[CH3:46].